From a dataset of Full USPTO retrosynthesis dataset with 1.9M reactions from patents (1976-2016). Predict the reactants needed to synthesize the given product. (1) Given the product [Cl:22][C:17]1[CH:16]=[CH:15][N:14]=[C:13]([C:9]2[CH:8]=[C:7]([C:1]3[CH:6]=[CH:5][CH:4]=[CH:3][CH:2]=3)[CH:12]=[CH:11][N:10]=2)[N:18]=1, predict the reactants needed to synthesize it. The reactants are: [C:1]1([C:7]2[CH:12]=[CH:11][N:10]=[C:9]([C:13]3[NH:18][C:17](=O)[CH:16]=[CH:15][N:14]=3)[CH:8]=2)[CH:6]=[CH:5][CH:4]=[CH:3][CH:2]=1.P(Cl)(Cl)([Cl:22])=O. (2) Given the product [NH2:27][C:25]1[N:26]=[C:22]2[N:23]([C:14]([CH2:13][C:12]3[CH:32]=[CH:33][C:9]([OH:8])=[C:10]([O:34][CH3:35])[CH:11]=3)=[N:15][C:16]3[CH:17]=[C:18]([NH:28][CH2:29][CH2:30][OH:31])[CH:19]=[CH:20][C:21]=32)[N:24]=1, predict the reactants needed to synthesize it. The reactants are: C([O:8][C:9]1[CH:33]=[CH:32][C:12]([CH2:13][C:14]2[N:23]3[N:24]=[C:25]([NH2:27])[N:26]=[C:22]3[C:21]3[CH:20]=[CH:19][C:18]([NH:28][CH2:29][CH2:30][OH:31])=[CH:17][C:16]=3[N:15]=2)=[CH:11][C:10]=1[O:34][CH3:35])C1C=CC=CC=1.C(OC1C=CC(CC2N3N=C(N)N=C3C3C=CC(F)=CC=3N=2)=CC=1OC)C1C=CC=CC=1. (3) Given the product [NH2:1][CH:4]([C:23]1[CH:28]=[CH:27][C:26]([Cl:29])=[CH:25][CH:24]=1)[C:5]1[N:9]([CH:10]([CH3:11])[CH3:12])[C:8]([CH:13]2[CH2:17][CH2:16][O:15][CH2:14]2)=[N:7][C:6]=1[C:18]([O:20][CH2:21][CH3:22])=[O:19], predict the reactants needed to synthesize it. The reactants are: [N:1]([CH:4]([C:23]1[CH:28]=[CH:27][C:26]([Cl:29])=[CH:25][CH:24]=1)[C:5]1[N:9]([CH:10]([CH3:12])[CH3:11])[C:8]([CH:13]2[CH2:17][CH2:16][O:15][CH2:14]2)=[N:7][C:6]=1[C:18]([O:20][CH2:21][CH3:22])=[O:19])=[N+]=[N-]. (4) Given the product [F:20][C:21]([F:33])([F:34])[C:22]1[CH:23]=[C:24]([C:4](=[O:18])[C@@H:5]([NH:7][C:8](=[O:17])[O:9][CH2:10][C:11]2[CH:12]=[CH:13][CH:14]=[CH:15][CH:16]=2)[CH3:6])[CH:25]=[C:26]([C:28]([F:29])([F:30])[F:31])[CH:27]=1, predict the reactants needed to synthesize it. The reactants are: CON(C)[C:4](=[O:18])[C@@H:5]([NH:7][C:8](=[O:17])[O:9][CH2:10][C:11]1[CH:16]=[CH:15][CH:14]=[CH:13][CH:12]=1)[CH3:6].[F:20][C:21]([F:34])([F:33])[C:22]1[CH:23]=[C:24](Br)[CH:25]=[C:26]([C:28]([F:31])([F:30])[F:29])[CH:27]=1.C([Mg]Cl)(C)C. (5) Given the product [Cl:1][C:2]1[CH:3]=[CH:4][C:5]2[O:11][C:10]3[CH:12]=[CH:13][CH:14]=[CH:15][C:9]=3[CH2:8]/[C:7](=[N:24]\[C:23]#[N:22])/[C:6]=2[CH:17]=1, predict the reactants needed to synthesize it. The reactants are: [Cl:1][C:2]1[CH:3]=[CH:4][C:5]2[O:11][C:10]3[CH:12]=[CH:13][CH:14]=[CH:15][C:9]=3[CH2:8][C:7](=O)[C:6]=2[CH:17]=1.C[Si]([N:22]=[C:23]=[N:24][Si](C)(C)C)(C)C.